Task: Predict the reactants needed to synthesize the given product.. Dataset: Full USPTO retrosynthesis dataset with 1.9M reactions from patents (1976-2016) (1) Given the product [OH:47][C:48]1[CH:49]=[C:50]([C:54]2[CH:63]=[CH:62][CH:61]=[C:60]3[C:55]=2[CH:56]=[CH:57][N:58]=[C:59]3[NH:64][C:65]2[CH:66]=[C:67]([NH:71][C:72]([NH2:74])=[O:73])[CH:68]=[CH:69][CH:70]=2)[CH:51]=[CH:52][CH:53]=1, predict the reactants needed to synthesize it. The reactants are: NC1C=C(NC2C3C(=C(C4C=CC=C(OCC5C=CC=CC=5)C=4)C=CC=3)C=CN=2)C=CC=1.C[Si](N=C=O)(C)C.C([O:47][C:48]1[CH:49]=[C:50]([C:54]2[CH:63]=[CH:62][CH:61]=[C:60]3[C:55]=2[CH:56]=[CH:57][N:58]=[C:59]3[NH:64][C:65]2[CH:66]=[C:67]([NH:71][C:72]([NH2:74])=[O:73])[CH:68]=[CH:69][CH:70]=2)[CH:51]=[CH:52][CH:53]=1)C1C=CC=CC=1.B(Br)(Br)Br. (2) Given the product [F:28][C:29]1[CH:30]=[C:31]([C:35]2[N:37]=[C:25]([CH:11]3[CH2:12][CH:13]([C:15]4[CH:20]=[CH:19][CH:18]=[C:17]([C:21]([F:23])([F:22])[F:24])[CH:16]=4)[CH2:14][N:9]([C:7]([N:1]4[CH2:6][CH2:5][O:4][CH2:3][CH2:2]4)=[O:8])[CH2:10]3)[O:26][N:36]=2)[CH:32]=[CH:33][CH:34]=1, predict the reactants needed to synthesize it. The reactants are: [N:1]1([C:7]([N:9]2[CH2:14][CH:13]([C:15]3[CH:20]=[CH:19][CH:18]=[C:17]([C:21]([F:24])([F:23])[F:22])[CH:16]=3)[CH2:12][CH:11]([C:25](O)=[O:26])[CH2:10]2)=[O:8])[CH2:6][CH2:5][O:4][CH2:3][CH2:2]1.[F:28][C:29]1[CH:30]=[C:31]([C:35](=[N:37]O)[NH2:36])[CH:32]=[CH:33][CH:34]=1. (3) Given the product [C:47]([O:46][C@@H:41]([C:12]1[C:13]([CH3:40])=[CH:14][C:15]2=[N:19][C:18]3=[CH:17][N:16]2[C:11]=1[N:8]1[CH2:7][CH2:6][C:5]([CH3:51])([O:4][CH2:1][CH:2]=[CH:36][CH2:35][C@H:33]([CH3:34])[O:32][C:31]2[CH:30]=[CH:29][C:28]([F:38])=[C:27]([F:39])[C:26]=2[C:22]2[CH:21]=[C:20]3[CH:25]=[CH:24][CH:23]=2)[CH2:10][CH2:9]1)[C:42]([O:44][CH3:45])=[O:43])([CH3:48])([CH3:49])[CH3:50], predict the reactants needed to synthesize it. The reactants are: [CH2:1]([O:4][C:5]1([CH3:51])[CH2:10][CH2:9][N:8]([C:11]2[N:16]3[CH:17]=[C:18]([C:20]4[CH:21]=[C:22]([C:26]5[C:31]([O:32][C@H:33]([CH2:35][CH:36]=C)[CH3:34])=[CH:30][CH:29]=[C:28]([F:38])[C:27]=5[F:39])[CH:23]=[CH:24][CH:25]=4)[N:19]=[C:15]3[CH:14]=[C:13]([CH3:40])[C:12]=2[C@H:41]([O:46][C:47]([CH3:50])([CH3:49])[CH3:48])[C:42]([O:44][CH3:45])=[O:43])[CH2:7][CH2:6]1)[CH:2]=C.C(O[C@@H](C1C(C)=CC2=NC3=CN2C=1N1CCC(C)(OCC=CC[C@H](C)OC2C=C(F)C=CC=2C2C=C3C=CC=2)CC1)C(OC)=O)(C)(C)C. (4) Given the product [C:15]([O:14][C:12]([N:9]1[CH2:10][CH2:11][C:5]2([CH2:4][N:3]([C:20]3[CH:29]=[CH:28][C:23]([C:24]([O:26][CH3:27])=[O:25])=[CH:22][CH:21]=3)[C:2](=[O:1])[CH2:6]2)[CH2:7][CH2:8]1)=[O:13])([CH3:18])([CH3:17])[CH3:16], predict the reactants needed to synthesize it. The reactants are: [O:1]=[C:2]1[CH2:6][C:5]2([CH2:11][CH2:10][N:9]([C:12]([O:14][C:15]([CH3:18])([CH3:17])[CH3:16])=[O:13])[CH2:8][CH2:7]2)[CH2:4][NH:3]1.Br[C:20]1[CH:29]=[CH:28][C:23]([C:24]([O:26][CH3:27])=[O:25])=[CH:22][CH:21]=1.[O-]P([O-])([O-])=O.[K+].[K+].[K+].CC1(C)C2C=CC=C(P(C3C=CC=CC=3)C3C=CC=CC=3)C=2OC2C1=CC=CC=2P(C1C=CC=CC=1)C1C=CC=CC=1. (5) Given the product [OH:47][C:45]1[CH:44]=[C:43]([NH:58][C:59]2[CH:60]=[CH:61][C:62]([C:65]#[N:66])=[N:63][CH:64]=2)[CH:42]=[C:41]([C:36]2[CH:37]=[CH:38][CH:39]=[C:40]3[C:35]=2[CH:34]=[CH:33][NH:32]3)[CH:46]=1, predict the reactants needed to synthesize it. The reactants are: BrC1C=C(NC2C=CC(C#N)=CC=2)C=C(O[Si](C(C)C)(C(C)C)C(C)C)C=1.C([Si](C(C)C)(C(C)C)[N:32]1[C:40]2[C:35](=[C:36]([C:41]3[CH:42]=[C:43]([NH:58][C:59]4[CH:60]=[CH:61][C:62]([C:65]#[N:66])=[N:63][CH:64]=4)[CH:44]=[C:45]([O:47][Si](C(C)C)(C(C)C)C(C)C)[CH:46]=3)[CH:37]=[CH:38][CH:39]=2)[CH:34]=[CH:33]1)(C)C. (6) The reactants are: [C:1]1(=[O:7])[NH:5][C:4](=[O:6])[CH2:3][CH2:2]1.CC([O-])(C)C.[K+].Br[CH2:15][C:16]1[CH:17]=[C:18]([C:22]2[CH:26]=[C:25]([CH2:27][CH:28]([CH3:30])[CH3:29])[S:24][C:23]=2[S:31]([NH:34][C:35]([CH3:38])([CH3:37])[CH3:36])(=[O:33])=[O:32])[CH:19]=[CH:20][CH:21]=1. Given the product [N:5]1([CH2:15][C:16]2[CH:17]=[C:18]([C:22]3[CH:26]=[C:25]([CH2:27][CH:28]([CH3:30])[CH3:29])[S:24][C:23]=3[S:31]([NH:34][C:35]([CH3:37])([CH3:36])[CH3:38])(=[O:32])=[O:33])[CH:19]=[CH:20][CH:21]=2)[C:4](=[O:6])[CH2:3][CH2:2][C:1]1=[O:7], predict the reactants needed to synthesize it. (7) Given the product [Cl:1][C:2]1[CH:7]=[C:6]([C:8]([O:10][CH3:16])=[O:9])[C:5]([N+:11]([O-:13])=[O:12])=[CH:4][N:3]=1, predict the reactants needed to synthesize it. The reactants are: [Cl:1][C:2]1[CH:7]=[C:6]([C:8]([OH:10])=[O:9])[C:5]([N+:11]([O-:13])=[O:12])=[CH:4][N:3]=1.[N+](=[CH2:16])=[N-].C(OCC)C.